This data is from Full USPTO retrosynthesis dataset with 1.9M reactions from patents (1976-2016). The task is: Predict the reactants needed to synthesize the given product. (1) Given the product [F:1][C:2]1[CH:3]=[C:4]([NH:13][S:14]([C:17]2[CH:18]=[CH:19][C:20]([C:27]3[S:28][CH:29]=[CH:30][N:31]=3)=[CH:21][N:22]=2)(=[O:16])=[O:15])[CH:5]=[C:6]([F:12])[C:7]=1[C:8]([OH:10])=[O:9], predict the reactants needed to synthesize it. The reactants are: [F:1][C:2]1[CH:3]=[C:4]([NH:13][S:14]([C:17]2[N:22]=[CH:21][C:20](B(O)O)=[CH:19][CH:18]=2)(=[O:16])=[O:15])[CH:5]=[C:6]([F:12])[C:7]=1[C:8]([O:10]C)=[O:9].Br[C:27]1[S:28][CH:29]=[CH:30][N:31]=1.C(=O)([O-])[O-].[Na+].[Na+].[OH-].[Na+].Cl. (2) Given the product [NH2:22][C:9]1([C:8]#[N:7])[CH2:14][CH2:13][N:12]([CH2:15][C:16]2[CH:21]=[CH:20][CH:19]=[CH:18][CH:17]=2)[CH2:11][CH2:10]1, predict the reactants needed to synthesize it. The reactants are: [H-].[Al+3].[Li+].[H-].[H-].[H-].[NH2:7][CH2:8][C:9]1([NH2:22])[CH2:14][CH2:13][N:12]([CH2:15][C:16]2[CH:21]=[CH:20][CH:19]=[CH:18][CH:17]=2)[CH2:11][CH2:10]1.[OH-].[Na+].[O-]S([O-])(=O)=O.[Mg+2]. (3) Given the product [CH2:36]([O:35][C:12]1[CH:13]=[C:14]([O:27][CH2:28][C:29]2[CH:30]=[CH:31][CH:32]=[CH:33][CH:34]=2)[C:15]([C:17]2[N:21]([CH2:22][CH2:23][CH2:24][O:25][CH3:26])[N:20]=[N:19][N:18]=2)=[CH:16][C:11]=1[C:7]1[CH:8]=[CH:9][CH:10]=[C:5]([C:3]([OH:4])=[O:2])[CH:6]=1)[C:37]1[CH:38]=[CH:39][CH:40]=[CH:41][CH:42]=1, predict the reactants needed to synthesize it. The reactants are: C[O:2][C:3]([C:5]1[CH:6]=[C:7]([C:11]2[CH:16]=[C:15]([C:17]3[N:21]([CH2:22][CH2:23][CH2:24][O:25][CH3:26])[N:20]=[N:19][N:18]=3)[C:14]([O:27][CH2:28][C:29]3[CH:34]=[CH:33][CH:32]=[CH:31][CH:30]=3)=[CH:13][C:12]=2[O:35][CH2:36][C:37]2[CH:42]=[CH:41][CH:40]=[CH:39][CH:38]=2)[CH:8]=[CH:9][CH:10]=1)=[O:4].[Li+].[OH-].Cl. (4) Given the product [CH2:12]([N:5]1[C:1](=[O:11])[C:2]2=[CH:10][CH:9]=[CH:8][CH:7]=[C:3]2[C:4]1=[O:6])[OH:13], predict the reactants needed to synthesize it. The reactants are: [C:1]1(=[O:11])[NH:5][C:4](=[O:6])[C:3]2=[CH:7][CH:8]=[CH:9][CH:10]=[C:2]12.[CH2:12]=[O:13]. (5) The reactants are: [N:1]1[N:10]2[C:4]([CH2:5][O:6][C:7]3[CH:14]=[CH:13][CH:12]=[CH:11][C:8]=3[CH2:9]2)=[CH:3][C:2]=1C=O.[Mg+2].[Br-].[Br-].[N+:20]([C:23]1[CH:41]=[CH:40][C:26]([CH2:27][O:28][C:29]([C:31]2[N:32]3[CH:35]([S:36][CH:37]=2)[CH:34]([Br:38])[C:33]3=[O:39])=[O:30])=[CH:25][CH:24]=1)([O-:22])=[O:21].CCN(CC)CC.[CH3:49][C:50]([O:52][C:53](C)=O)=[O:51]. Given the product [N+:20]([C:23]1[CH:41]=[CH:40][C:26]([CH2:27][O:28][C:29]([C:31]2[N:32]3[CH:35]([S:36][CH:37]=2)[C:34]([CH:53]([O:52][C:50](=[O:51])[CH3:49])[C:12]2[CH:13]=[CH:14][C:7]4[O:6][CH2:5][C:4]5=[CH:3][CH:2]=[N:1][N:10]5[CH2:9][C:8]=4[CH:11]=2)([Br:38])[C:33]3=[O:39])=[O:30])=[CH:25][CH:24]=1)([O-:22])=[O:21], predict the reactants needed to synthesize it. (6) Given the product [Br:1][C:2]1[CH:3]=[C:4]2[C:5](=[CH:6][CH:7]=1)[C:19]1([CH2:20][N:21]([C:23]([O:25][C:26]([CH3:29])([CH3:28])[CH3:27])=[O:24])[CH2:22]1)[O:18][CH2:9]2, predict the reactants needed to synthesize it. The reactants are: [Br:1][C:2]1[CH:7]=[CH:6][C:5](I)=[C:4]([CH2:9]Cl)[CH:3]=1.C([Mg]Cl)(C)C.[Li+].[Cl-].[O:18]=[C:19]1[CH2:22][N:21]([C:23]([O:25][C:26]([CH3:29])([CH3:28])[CH3:27])=[O:24])[CH2:20]1.C(O)(=O)CC(CC(O)=O)(C(O)=O)O. (7) Given the product [C:27]1([N:7]([C:1]2[CH:2]=[CH:3][CH:4]=[CH:5][CH:6]=2)[C:8]2[CH:9]=[CH:10][C:11]([C:14]3[CH:19]=[CH:18][C:17]([C:20]4[CH:25]=[CH:24][N:23]=[C:22]([NH:26][C:34]5[CH:39]=[CH:38][CH:37]=[CH:36][CH:35]=5)[N:21]=4)=[CH:16][CH:15]=3)=[CH:12][CH:13]=2)[CH:28]=[CH:29][CH:30]=[CH:31][CH:32]=1, predict the reactants needed to synthesize it. The reactants are: [C:1]1([N:7]([C:27]2[CH:32]=[CH:31][CH:30]=[CH:29][CH:28]=2)[C:8]2[CH:13]=[CH:12][C:11]([C:14]3[CH:19]=[CH:18][C:17]([C:20]4[CH:25]=[CH:24][N:23]=[C:22]([NH2:26])[N:21]=4)=[CH:16][CH:15]=3)=[CH:10][CH:9]=2)[CH:6]=[CH:5][CH:4]=[CH:3][CH:2]=1.Br[C:34]1[CH:39]=[CH:38][CH:37]=[CH:36][CH:35]=1.CC1(C)C2C(=C(P(C3C=CC=CC=3)C3C=CC=CC=3)C=CC=2)OC2C(P(C3C=CC=CC=3)C3C=CC=CC=3)=CC=CC1=2.CC(C)([O-])C.[Na+].